From a dataset of NCI-60 drug combinations with 297,098 pairs across 59 cell lines. Regression. Given two drug SMILES strings and cell line genomic features, predict the synergy score measuring deviation from expected non-interaction effect. (1) Drug 1: CCC1(CC2CC(C3=C(CCN(C2)C1)C4=CC=CC=C4N3)(C5=C(C=C6C(=C5)C78CCN9C7C(C=CC9)(C(C(C8N6C=O)(C(=O)OC)O)OC(=O)C)CC)OC)C(=O)OC)O.OS(=O)(=O)O. Drug 2: C1CC(=O)NC(=O)C1N2C(=O)C3=CC=CC=C3C2=O. Cell line: UO-31. Synergy scores: CSS=-1.85, Synergy_ZIP=1.62, Synergy_Bliss=1.24, Synergy_Loewe=-0.282, Synergy_HSA=-1.80. (2) Drug 1: CC12CCC(CC1=CCC3C2CCC4(C3CC=C4C5=CN=CC=C5)C)O. Drug 2: CC1C(C(CC(O1)OC2CC(OC(C2O)C)OC3=CC4=CC5=C(C(=O)C(C(C5)C(C(=O)C(C(C)O)O)OC)OC6CC(C(C(O6)C)O)OC7CC(C(C(O7)C)O)OC8CC(C(C(O8)C)O)(C)O)C(=C4C(=C3C)O)O)O)O. Cell line: M14. Synergy scores: CSS=7.29, Synergy_ZIP=20.2, Synergy_Bliss=21.4, Synergy_Loewe=21.0, Synergy_HSA=20.7. (3) Drug 1: CC1=C2C(C(=O)C3(C(CC4C(C3C(C(C2(C)C)(CC1OC(=O)C(C(C5=CC=CC=C5)NC(=O)OC(C)(C)C)O)O)OC(=O)C6=CC=CC=C6)(CO4)OC(=O)C)OC)C)OC. Drug 2: CC(C)(C#N)C1=CC(=CC(=C1)CN2C=NC=N2)C(C)(C)C#N. Cell line: HCT-15. Synergy scores: CSS=60.5, Synergy_ZIP=0.182, Synergy_Bliss=-0.188, Synergy_Loewe=-38.1, Synergy_HSA=-0.407.